This data is from Forward reaction prediction with 1.9M reactions from USPTO patents (1976-2016). The task is: Predict the product of the given reaction. (1) Given the reactants [N:1]1([CH2:6][CH2:7][CH2:8][O:9][C:10]2[CH:11]=[C:12]3[C:17](=[CH:18][CH:19]=2)[NH:16][C:15](=[O:20])[CH2:14][CH2:13]3)[CH2:5][CH2:4][CH2:3][CH2:2]1.[F:21][C:22]1[CH:27]=[CH:26][C:25](I)=[CH:24][CH:23]=1.CN[C@@H]1CCCC[C@H]1NC.C(=O)([O-])[O-].[Cs+].[Cs+], predict the reaction product. The product is: [F:21][C:22]1[CH:27]=[CH:26][C:25]([N:16]2[C:17]3[C:12](=[CH:11][C:10]([O:9][CH2:8][CH2:7][CH2:6][N:1]4[CH2:5][CH2:4][CH2:3][CH2:2]4)=[CH:19][CH:18]=3)[CH2:13][CH2:14][C:15]2=[O:20])=[CH:24][CH:23]=1. (2) Given the reactants [OH:1][CH2:2][C@@H:3]1[C@@H:8]([NH:9][C:10](=[O:16])[O:11][C:12]([CH3:15])([CH3:14])[CH3:13])[CH2:7][CH2:6][CH2:5][O:4]1.[F:17][C:18]1[CH:19]=[CH:20][C:21]([C:24]2[CH:29]=[CH:28][C:27](O)=[CH:26][CH:25]=2)=[N:22][CH:23]=1.C1CCN(C(N=NC(N2CCCCC2)=O)=O)CC1.P(CCCC)(CCCC)CCCC, predict the reaction product. The product is: [F:17][C:18]1[CH:19]=[CH:20][C:21]([C:24]2[CH:29]=[CH:28][C:27]([O:1][CH2:2][C@@H:3]3[C@@H:8]([NH:9][C:10](=[O:16])[O:11][C:12]([CH3:13])([CH3:15])[CH3:14])[CH2:7][CH2:6][CH2:5][O:4]3)=[CH:26][CH:25]=2)=[N:22][CH:23]=1. (3) Given the reactants C[O:2][C:3]([C:5]1[C:6]([C:14]2[CH:19]=[CH:18][C:17]([O:20][CH2:21][CH3:22])=[CH:16][CH:15]=2)=[N:7][N:8]2[C:13]=1[CH:12]=[CH:11][CH:10]=[N:9]2)=[O:4].[OH-].[Na+].Cl, predict the reaction product. The product is: [CH2:21]([O:20][C:17]1[CH:18]=[CH:19][C:14]([C:6]2[C:5]([C:3]([OH:4])=[O:2])=[C:13]3[N:8]([N:9]=[CH:10][CH:11]=[CH:12]3)[N:7]=2)=[CH:15][CH:16]=1)[CH3:22]. (4) Given the reactants C([N:8]1[CH:12]=[C:11]([CH2:13][CH2:14][CH2:15]/[CH:16]=[CH:17]/[CH:18]2[CH2:23][CH2:22][N:21]([C:24]([O:26][C:27]([CH3:30])([CH3:29])[CH3:28])=[O:25])[CH2:20][CH2:19]2)[N:10]=[N:9]1)C1C=CC=CC=1, predict the reaction product. The product is: [NH:8]1[CH:12]=[C:11]([CH2:13][CH2:14][CH2:15][CH2:16][CH2:17][CH:18]2[CH2:23][CH2:22][N:21]([C:24]([O:26][C:27]([CH3:30])([CH3:29])[CH3:28])=[O:25])[CH2:20][CH2:19]2)[N:10]=[N:9]1. (5) Given the reactants [NH:1]1[C:9]2[C:4](=[CH:5][CH:6]=[C:7]([C:10]([OH:12])=O)[CH:8]=2)[CH:3]=[CH:2]1.Cl.[CH3:14][NH:15][O:16][CH3:17].CN(C)CCCN=C=NCC.N1C=CC=CC=1, predict the reaction product. The product is: [CH3:17][O:16][N:15]([CH3:14])[C:10]([C:7]1[CH:8]=[C:9]2[C:4]([CH:3]=[CH:2][NH:1]2)=[CH:5][CH:6]=1)=[O:12]. (6) Given the reactants [O:1]1[CH:5]=[CH:4][CH:3]=[C:2]1[C:6]1[N:7]=[C:8]([NH:21][C:22](=[O:28])[O:23][C:24]([CH3:27])([CH3:26])[CH3:25])[S:9][C:10]=1[CH:11]([OH:20])[C:12]1[CH:17]=[CH:16][C:15]([O:18][CH3:19])=[CH:14][N:13]=1.CO, predict the reaction product. The product is: [O:1]1[CH:5]=[CH:4][CH:3]=[C:2]1[C:6]1[N:7]=[C:8]([NH:21][C:22](=[O:28])[O:23][C:24]([CH3:26])([CH3:25])[CH3:27])[S:9][C:10]=1[C:11]([C:12]1[CH:17]=[CH:16][C:15]([O:18][CH3:19])=[CH:14][N:13]=1)=[O:20]. (7) Given the reactants Br[CH2:2][CH2:3][CH2:4][CH2:5][CH2:6][CH2:7][C:8]1[C:14]2[CH:15]=[CH:16][C:17]([OH:19])=[CH:18][C:13]=2[CH2:12][CH2:11][CH2:10][C:9]=1[C:20]1[CH:25]=[CH:24][C:23]([OH:26])=[CH:22][CH:21]=1.[CH3:27][NH:28][CH2:29][CH2:30][CH2:31][S:32]([CH2:34][CH2:35][CH2:36][C:37]([F:43])([F:42])[C:38]([F:41])([F:40])[F:39])=[O:33], predict the reaction product. The product is: [OH:26][C:23]1[CH:24]=[CH:25][C:20]([C:9]2[CH2:10][CH2:11][CH2:12][C:13]3[CH:18]=[C:17]([OH:19])[CH:16]=[CH:15][C:14]=3[C:8]=2[CH2:7][CH2:6][CH2:5][CH2:4][CH2:3][CH2:2][N:28]([CH3:27])[CH2:29][CH2:30][CH2:31][S:32]([CH2:34][CH2:35][CH2:36][C:37]([F:43])([F:42])[C:38]([F:39])([F:40])[F:41])=[O:33])=[CH:21][CH:22]=1. (8) Given the reactants Br[C:2]1[CH:6]=[CH:5][S:4][C:3]=1[S:7]([N:10]1[CH2:16]CC[C@@H:13]([NH:17][C:18]([C@@H:20]([NH:25][C:26]([C:28]2[S:29][C:30]3[CH:36]=[CH:35][CH:34]=[CH:33][C:31]=3[CH:32]=2)=[O:27])[CH2:21][CH:22]([CH3:24])[CH3:23])=[O:19])[CH2:12][CH2:11]1)(=[O:9])=[O:8].[CH3:37][N:38](C=O)C, predict the reaction product. The product is: [C:37]([C:2]1[CH:6]=[CH:5][S:4][C:3]=1[S:7]([N:10]([CH3:16])[CH2:11][CH2:12][CH2:13][NH:17][C:18]([C@@H:20]([NH:25][C:26]([C:28]1[S:29][C:30]2[CH:36]=[CH:35][CH:34]=[CH:33][C:31]=2[CH:32]=1)=[O:27])[CH2:21][CH:22]([CH3:23])[CH3:24])=[O:19])(=[O:8])=[O:9])#[N:38]. (9) Given the reactants [F:1][C:2]([P:45](=[O:48])([O-:47])[O-:46])([F:44])[CH2:3][C@@H:4]([C:25](=[O:43])[CH2:26][CH2:27][CH2:28][CH2:29][CH2:30][CH2:31][CH2:32]/[CH:33]=[CH:34]\[CH2:35][CH2:36][CH2:37][CH2:38][CH2:39][CH2:40][CH2:41][CH3:42])[CH2:5][C:6](=[O:24])[CH2:7][CH2:8][CH2:9][CH2:10][CH2:11][CH2:12][CH2:13]/[CH:14]=[CH:15]\[CH2:16][CH2:17][CH2:18][CH2:19][CH2:20][CH2:21][CH2:22][CH3:23].[Na+:49].[Na+], predict the reaction product. The product is: [F:44][C:2]([P:45](=[O:46])([O-:47])[O-:48])([F:1])[CH2:3][C@H:4]([C:25](=[O:43])[CH2:26][CH2:27][CH2:28][CH2:29][CH2:30][CH2:31][CH2:32]/[CH:33]=[CH:34]\[CH2:35][CH2:36][CH2:37][CH2:38][CH2:39][CH2:40][CH2:41][CH3:42])[CH2:5][C:6](=[O:24])[CH2:7][CH2:8][CH2:9][CH2:10][CH2:11][CH2:12][CH2:13]/[CH:14]=[CH:15]\[CH2:16][CH2:17][CH2:18][CH2:19][CH2:20][CH2:21][CH2:22][CH3:23].[Na+:49].[Na+:49].